The task is: Regression. Given a peptide amino acid sequence and an MHC pseudo amino acid sequence, predict their binding affinity value. This is MHC class II binding data.. This data is from Peptide-MHC class II binding affinity with 134,281 pairs from IEDB. The peptide sequence is QIHQYIMALREEYFD. The MHC is HLA-DPA10103-DPB10401 with pseudo-sequence HLA-DPA10103-DPB10401. The binding affinity (normalized) is 0.380.